Predict the product of the given reaction. From a dataset of Forward reaction prediction with 1.9M reactions from USPTO patents (1976-2016). (1) Given the reactants C[O:2][C:3](=O)[C:4]1[CH:9]=[CH:8][CH:7]=[C:6]([O:10][CH2:11][N:12]2[CH:16]=[CH:15][CH:14]=[N:13]2)[CH:5]=1.[NH3:18], predict the reaction product. The product is: [N:12]1([CH2:11][O:10][C:6]2[CH:5]=[C:4]([CH:9]=[CH:8][CH:7]=2)[C:3]([NH2:18])=[O:2])[CH:16]=[CH:15][CH:14]=[N:13]1. (2) Given the reactants [CH3:1][O:2][C:3]1[CH:8]=[CH:7][C:6]([C:9](=[O:18])[CH2:10][CH2:11][C:12]2[CH:17]=[CH:16][CH:15]=[CH:14][CH:13]=2)=[CH:5][CH:4]=1.[Al+3].[Cl-].[Cl-].[Cl-].[Br-:23], predict the reaction product. The product is: [Br:23][CH:10]([CH2:11][C:12]1[CH:17]=[CH:16][CH:15]=[CH:14][CH:13]=1)[C:9]([C:6]1[CH:5]=[CH:4][C:3]([O:2][CH3:1])=[CH:8][CH:7]=1)=[O:18]. (3) Given the reactants [CH3:1][O:2][CH2:3][C:4]1[CH:9]=[C:8]([C:10]([OH:12])=O)[CH:7]=[CH:6][C:5]=1[C:13]1[CH:18]=[CH:17][CH:16]=[CH:15][C:14]=1[CH3:19].[NH2:20][C:21](=[N:40][OH:41])[C:22]1[CH:23]=[C:24]([CH:36]=[C:37]([Cl:39])[CH:38]=1)[CH2:25][N:26]([CH3:35])[CH2:27][C:28]([O:30][C:31]([CH3:34])([CH3:33])[CH3:32])=[O:29], predict the reaction product. The product is: [Cl:39][C:37]1[CH:36]=[C:24]([CH:23]=[C:22]([C:21]2[N:20]=[C:10]([C:8]3[CH:7]=[CH:6][C:5]([C:13]4[CH:18]=[CH:17][CH:16]=[CH:15][C:14]=4[CH3:19])=[C:4]([CH2:3][O:2][CH3:1])[CH:9]=3)[O:12][N:40]=2)[CH:38]=1)[CH2:25][N:26]([CH3:35])[CH2:27][C:28]([O:30][C:31]([CH3:33])([CH3:34])[CH3:32])=[O:29].[ClH:39].[Cl:39][C:37]1[CH:36]=[C:24]([CH:23]=[C:22]([C:21]2[N:20]=[C:10]([C:8]3[CH:7]=[CH:6][C:5]([C:13]4[CH:18]=[CH:17][CH:16]=[CH:15][C:14]=4[CH3:19])=[C:4]([CH2:3][O:2][CH3:1])[CH:9]=3)[O:41][N:40]=2)[CH:38]=1)[CH2:25][N:26]([CH3:35])[CH2:27][C:28]([OH:30])=[O:29].